From a dataset of Forward reaction prediction with 1.9M reactions from USPTO patents (1976-2016). Predict the product of the given reaction. (1) The product is: [CH2:3]([O:10][C:11]1[CH:16]=[CH:15][C:14]([C@@H:17]2[CH2:19][C@H:18]2[N:20]([CH2:29][C:30]([N:32]2[CH2:37][CH2:36][N:35]([CH3:38])[CH2:34][CH2:33]2)=[O:31])[C:21](=[O:27])[O:22][C:23]([CH3:24])([CH3:26])[CH3:25])=[CH:13][CH:12]=1)[C:4]1[CH:5]=[CH:6][CH:7]=[CH:8][CH:9]=1. Given the reactants [H-].[Na+].[CH2:3]([O:10][C:11]1[CH:16]=[CH:15][C:14]([C@@H:17]2[CH2:19][C@H:18]2[NH:20][C:21](=[O:27])[O:22][C:23]([CH3:26])([CH3:25])[CH3:24])=[CH:13][CH:12]=1)[C:4]1[CH:9]=[CH:8][CH:7]=[CH:6][CH:5]=1.Cl[CH2:29][C:30]([N:32]1[CH2:37][CH2:36][N:35]([CH3:38])[CH2:34][CH2:33]1)=[O:31], predict the reaction product. (2) The product is: [F:24][C:21]1[CH:20]=[CH:19][C:18]([CH2:17][C@H:2]([NH:1][CH2:30][C:28]2[N:27]=[CH:26][S:25][CH:29]=2)[C:3]([NH:5][C:6]2[S:10][C:9]([C:11]3[CH:12]=[CH:13][N:14]=[CH:15][CH:16]=3)=[N:8][CH:7]=2)=[O:4])=[CH:23][CH:22]=1. Given the reactants [NH2:1][C@@H:2]([CH2:17][C:18]1[CH:23]=[CH:22][C:21]([F:24])=[CH:20][CH:19]=1)[C:3]([NH:5][C:6]1[S:10][C:9]([C:11]2[CH:16]=[CH:15][N:14]=[CH:13][CH:12]=2)=[N:8][CH:7]=1)=[O:4].[S:25]1[CH:29]=[C:28]([CH:30]=O)[N:27]=[CH:26]1.CN(C)C=O.ClCCCl.C(Cl)Cl, predict the reaction product. (3) Given the reactants [C:1]([O:5][C:6]([N:8]1[CH2:13][CH2:12][N:11]([C:14]2[CH:22]=[CH:21][CH:20]=[C:19]3[C:15]=2[C:16]([CH3:33])=[CH:17][N:18]3[Si](C(C)C)(C(C)C)C(C)C)[CH2:10][CH2:9]1)=[O:7])([CH3:4])([CH3:3])[CH3:2].[F-].C([N+](CCCC)(CCCC)CCCC)CCC.C(OCC)C, predict the reaction product. The product is: [C:1]([O:5][C:6]([N:8]1[CH2:13][CH2:12][N:11]([C:14]2[CH:22]=[CH:21][CH:20]=[C:19]3[C:15]=2[C:16]([CH3:33])=[CH:17][NH:18]3)[CH2:10][CH2:9]1)=[O:7])([CH3:4])([CH3:3])[CH3:2]. (4) Given the reactants [Br:1][C:2]1[N:3]=[CH:4][C:5]([NH:8][C:9](=[O:29])[CH:10]([C:18]2[CH:23]=[CH:22][C:21]([S:24]([CH3:27])(=[O:26])=[O:25])=[C:20]([Cl:28])[CH:19]=2)[CH2:11][CH:12]2[CH2:16][CH2:15][C:14](=O)[CH2:13]2)=[N:6][CH:7]=1.Cl.[CH3:31][O:32][NH2:33], predict the reaction product. The product is: [Br:1][C:2]1[N:3]=[CH:4][C:5]([NH:8][C:9](=[O:29])[CH:10]([C:18]2[CH:23]=[CH:22][C:21]([S:24]([CH3:27])(=[O:25])=[O:26])=[C:20]([Cl:28])[CH:19]=2)[CH2:11][CH:12]2[CH2:16][CH2:15][C:14](=[N:33][O:32][CH3:31])[CH2:13]2)=[N:6][CH:7]=1. (5) The product is: [CH2:1]([O:3][C:4](=[O:16])[CH2:5][CH2:6][C:7]1[CH:8]=[C:9]([CH:13]=[CH:14][CH:15]=1)[C:10]([OH:12])=[O:11])[CH3:2]. Given the reactants [CH2:1]([O:3][C:4](=[O:16])/[CH:5]=[CH:6]/[C:7]1[CH:8]=[C:9]([CH:13]=[CH:14][CH:15]=1)[C:10]([OH:12])=[O:11])[CH3:2], predict the reaction product. (6) Given the reactants [CH:1]([NH:4][C:5]1[CH:14]=[CH:13][C:12]2[C:7](=[CH:8][CH:9]=[C:10]([N+:15]([O-])=O)[CH:11]=2)[N:6]=1)([CH3:3])[CH3:2], predict the reaction product. The product is: [CH:1]([NH:4][C:5]1[CH:14]=[CH:13][C:12]2[C:7](=[CH:8][CH:9]=[C:10]([NH2:15])[CH:11]=2)[N:6]=1)([CH3:3])[CH3:2]. (7) Given the reactants [Br:1][CH2:2][CH2:3][C:4]1[C:12]2[C:7](=[CH:8][CH:9]=[C:10](OC)[CH:11]=2)[NH:6][CH:5]=1.[F:15]C1C=C2C(=CC=1)NC=C2, predict the reaction product. The product is: [Br:1][CH2:2][CH2:3][C:4]1[C:12]2[C:7](=[CH:8][CH:9]=[C:10]([F:15])[CH:11]=2)[NH:6][CH:5]=1.